From a dataset of Catalyst prediction with 721,799 reactions and 888 catalyst types from USPTO. Predict which catalyst facilitates the given reaction. (1) Reactant: [F:1][C:2]1[CH:7]=[CH:6][C:5]([CH3:8])=[CH:4][C:3]=1[NH:9][C:10]([NH:12][C:13]1[CH:33]=[CH:32][C:16]([O:17][C:18]2[CH:23]=[CH:22][N:21]=[C:20]([C:24]3[NH:28][CH:27]=[C:26]([C:29](O)=[O:30])[CH:25]=3)[CH:19]=2)=[CH:15][CH:14]=1)=[O:11].CN(C(ON1N=NC2C=CC=NC1=2)=[N+](C)C)C.F[P-](F)(F)(F)(F)F.C(N(CC)C(C)C)(C)C.[NH2:67][CH2:68][CH2:69][NH:70][C:71](=[O:77])[O:72][C:73]([CH3:76])([CH3:75])[CH3:74]. Product: [F:1][C:2]1[CH:7]=[CH:6][C:5]([CH3:8])=[CH:4][C:3]=1[NH:9][C:10]([NH:12][C:13]1[CH:33]=[CH:32][C:16]([O:17][C:18]2[CH:23]=[CH:22][N:21]=[C:20]([C:24]3[NH:28][CH:27]=[C:26]([C:29]([NH:67][CH2:68][CH2:69][NH:70][C:71](=[O:77])[O:72][C:73]([CH3:75])([CH3:74])[CH3:76])=[O:30])[CH:25]=3)[CH:19]=2)=[CH:15][CH:14]=1)=[O:11]. The catalyst class is: 18. (2) Reactant: [C:1]([O:5][C:6](=[O:18])[NH:7][C:8]1[NH:12][C:11]2[CH:13]=[CH:14][C:15]([OH:17])=[CH:16][C:10]=2[N:9]=1)([CH3:4])([CH3:3])[CH3:2].[F:19][C:20]1[CH:25]=[CH:24][C:23]([S:26](Cl)(=[O:28])=[O:27])=[CH:22][CH:21]=1.C(N(CC)CC)C. Product: [C:1]([O:5][C:6]([NH:7][C:8]1[NH:12][C:11]2[CH:13]=[CH:14][C:15]([O:17][S:26]([C:23]3[CH:24]=[CH:25][C:20]([F:19])=[CH:21][CH:22]=3)(=[O:28])=[O:27])=[CH:16][C:10]=2[N:9]=1)=[O:18])([CH3:4])([CH3:2])[CH3:3]. The catalyst class is: 21. (3) Reactant: [CH2:1]([N:8]1[CH2:16][CH:15]2[CH:10]([C:11](=O)[NH:12][CH2:13][CH2:14]2)[CH2:9]1)[C:2]1[CH:7]=[CH:6][CH:5]=[CH:4][CH:3]=1.[H-].[H-].[H-].[H-].[Li+].[Al+3]. Product: [CH2:1]([N:8]1[CH2:16][CH:15]2[CH:10]([CH2:11][NH:12][CH2:13][CH2:14]2)[CH2:9]1)[C:2]1[CH:7]=[CH:6][CH:5]=[CH:4][CH:3]=1. The catalyst class is: 1. (4) Product: [CH2:32]([N:34]([CH2:37][C@H:38]1[N:39]([C:11](=[O:12])[CH2:10][C@@H:9]([NH:14][C:15]2[CH:20]=[CH:19][C:18]([S:21]([NH2:22])(=[O:23])=[O:24])=[CH:17][C:16]=2[S:25]([C:28]([F:29])([F:31])[F:30])(=[O:27])=[O:26])[CH2:8][S:7][C:1]2[CH:2]=[CH:3][CH:4]=[CH:5][CH:6]=2)[CH2:40][CH2:41][O:42][CH2:43]1)[CH2:35][CH3:36])[CH3:33]. Reactant: [C:1]1([S:7][CH2:8][C@H:9]([NH:14][C:15]2[CH:20]=[CH:19][C:18]([S:21](=[O:24])(=[O:23])[NH2:22])=[CH:17][C:16]=2[S:25]([C:28]([F:31])([F:30])[F:29])(=[O:27])=[O:26])[CH2:10][C:11](O)=[O:12])[CH:6]=[CH:5][CH:4]=[CH:3][CH:2]=1.[CH2:32]([N:34]([CH2:37][C@@H:38]1[CH2:43][O:42][CH2:41][CH2:40][N:39]1C(OC(C)(C)C)=O)[CH2:35][CH3:36])[CH3:33].CCN(C(C)C)C(C)C.CN(C(ON1N=NC2C=CC=NC1=2)=[N+](C)C)C.F[P-](F)(F)(F)(F)F. The catalyst class is: 566. (5) Reactant: [I:1]C.[CH3:3][O:4][C:5]1[CH:6]=[C:7]([NH:17][C:18](N)=[S:19])[CH:8]=[CH:9][C:10]=1[N:11]1[CH:15]=[C:14]([CH3:16])[N:13]=[CH:12]1. Product: [IH:1].[N:17]([C:7]1[CH:8]=[CH:9][C:10]([N:11]2[CH:15]=[C:14]([CH3:16])[N:13]=[CH:12]2)=[C:5]([O:4][CH3:3])[CH:6]=1)=[C:18]=[S:19]. The catalyst class is: 8. (6) Reactant: [C:1]([NH:4][C:5]1[CH:14]=[CH:13][C:8]2[C:9]([CH3:12])=[N:10][O:11][C:7]=2[CH:6]=1)(=[O:3])[CH3:2].[Li+].CC([N-]C(C)C)C.I[CH2:24][C:25]1[N:26]=[C:27]([C:31]2[CH:36]=[CH:35][CH:34]=[CH:33][CH:32]=2)[O:28][C:29]=1[CH3:30].[Cl-].[NH4+]. Product: [C:1]([NH:4][C:5]1[CH:14]=[CH:13][C:8]2[C:9]([CH2:12][CH2:24][C:25]3[N:26]=[C:27]([C:31]4[CH:36]=[CH:35][CH:34]=[CH:33][CH:32]=4)[O:28][C:29]=3[CH3:30])=[N:10][O:11][C:7]=2[CH:6]=1)(=[O:3])[CH3:2]. The catalyst class is: 56.